The task is: Predict the reactants needed to synthesize the given product.. This data is from Full USPTO retrosynthesis dataset with 1.9M reactions from patents (1976-2016). Given the product [CH3:1][O:2][C:3]([C:5]1([CH2:9][NH:10][CH:11]2[CH2:15][CH2:14][CH2:13][CH2:12]2)[CH2:8][CH2:7][CH2:6]1)=[O:4], predict the reactants needed to synthesize it. The reactants are: [CH3:1][O:2][C:3]([C:5]1([CH2:9][NH2:10])[CH2:8][CH2:7][CH2:6]1)=[O:4].[C:11]1(=O)[CH2:15][CH2:14][CH2:13][CH2:12]1.C([O-])(=O)C.[Na+].C(O[BH-](OC(=O)C)OC(=O)C)(=O)C.[Na+].